From a dataset of Forward reaction prediction with 1.9M reactions from USPTO patents (1976-2016). Predict the product of the given reaction. (1) Given the reactants [CH3:1][O:2][C:3]1[CH:11]=[C:10]2[C:6]([CH:7]=[N:8][NH:9]2)=[CH:5][CH:4]=1.Br[CH2:13][C:14]1[CH:19]=[CH:18][CH:17]=[CH:16][CH:15]=1, predict the reaction product. The product is: [CH2:13]([N:8]1[CH2:7][C:6]2[C:10](=[CH:11][C:3]([O:2][CH3:1])=[CH:4][CH:5]=2)[NH:9]1)[C:14]1[CH:19]=[CH:18][CH:17]=[CH:16][CH:15]=1. (2) Given the reactants C([O:8][C:9]1[CH:29]=[CH:28][C:12]([O:13][CH2:14][CH2:15][C:16]2[N:17]=[C:18]([C:22]3[CH:27]=[CH:26][CH:25]=[CH:24][CH:23]=3)[O:19][C:20]=2[CH3:21])=[C:11]([CH2:30][CH2:31][C:32]2[CH:37]=[CH:36][CH:35]=[CH:34][CH:33]=2)[CH:10]=1)C1C=CC=CC=1.[H][H], predict the reaction product. The product is: [CH2:30]([C:11]1[CH:10]=[C:9]([OH:8])[CH:29]=[CH:28][C:12]=1[O:13][CH2:14][CH2:15][C:16]1[N:17]=[C:18]([C:22]2[CH:27]=[CH:26][C:25]([C:9]3[CH:29]=[CH:28][CH:12]=[CH:11][CH:10]=3)=[CH:24][CH:23]=2)[O:19][C:20]=1[CH3:21])[CH2:31][C:32]1[CH:33]=[CH:34][CH:35]=[CH:36][CH:37]=1.